Dataset: TCR-epitope binding with 47,182 pairs between 192 epitopes and 23,139 TCRs. Task: Binary Classification. Given a T-cell receptor sequence (or CDR3 region) and an epitope sequence, predict whether binding occurs between them. (1) The epitope is FLNRFTTTL. The TCR CDR3 sequence is CASSLFHGIGLAGPSYNEQFF. Result: 1 (the TCR binds to the epitope). (2) The epitope is KLPDDFTGCV. The TCR CDR3 sequence is CASSQDAVSSYNSPLHF. Result: 1 (the TCR binds to the epitope). (3) The epitope is LPRRSGAAGA. The TCR CDR3 sequence is CASSNTYEQYF. Result: 0 (the TCR does not bind to the epitope). (4) The epitope is WICLLQFAY. The TCR CDR3 sequence is CASSQQPAGEQFF. Result: 1 (the TCR binds to the epitope). (5) The epitope is TAFTIPSI. The TCR CDR3 sequence is CASSLTSGSDNEQFF. Result: 0 (the TCR does not bind to the epitope). (6) The epitope is TLDSKTQSL. The TCR CDR3 sequence is CASSPSGLGEQFF. Result: 0 (the TCR does not bind to the epitope). (7) The epitope is CINGVCWTV. The TCR CDR3 sequence is CAISDGTVNNQPQHF. Result: 0 (the TCR does not bind to the epitope).